This data is from Forward reaction prediction with 1.9M reactions from USPTO patents (1976-2016). The task is: Predict the product of the given reaction. (1) Given the reactants [CH2:1]([O:5][C:6]([C:8]1[N:9]=[C:10](Br)[C:11]2[C:16]([C:17]=1[OH:18])=[CH:15][CH:14]=[C:13]([S:19][C:20]1[CH:25]=[CH:24][CH:23]=[CH:22][CH:21]=1)[CH:12]=2)=[O:7])[CH2:2][CH2:3][CH3:4].I.C(O)(=O)C, predict the reaction product. The product is: [CH2:1]([O:5][C:6]([C:8]1[N:9]=[CH:10][C:11]2[C:16]([C:17]=1[OH:18])=[CH:15][CH:14]=[C:13]([S:19][C:20]1[CH:25]=[CH:24][CH:23]=[CH:22][CH:21]=1)[CH:12]=2)=[O:7])[CH2:2][CH2:3][CH3:4]. (2) Given the reactants Cl[C:2]1[C:7]([C:8]2[N:13]=[CH:12][N:11]=[C:10]([NH:14][CH2:15][C:16]3[CH:21]=[CH:20][C:19]([O:22][CH3:23])=[CH:18][C:17]=3[O:24][CH3:25])[CH:9]=2)=[CH:6][CH:5]=[CH:4][N:3]=1.[C:26]([O:30][C:31](=[O:41])[NH:32][C:33]1[CH:38]=[CH:37][C:36]([CH3:39])=[C:35]([NH2:40])[CH:34]=1)([CH3:29])([CH3:28])[CH3:27].CC(C)([O-])C.[K+], predict the reaction product. The product is: [C:26]([O:30][C:31](=[O:41])[NH:32][C:33]1[CH:38]=[CH:37][C:36]([CH3:39])=[C:35]([NH:40][C:2]2[C:7]([C:8]3[CH:9]=[C:10]([NH:14][CH2:15][C:16]4[CH:21]=[CH:20][C:19]([O:22][CH3:23])=[CH:18][C:17]=4[O:24][CH3:25])[N:11]=[CH:12][N:13]=3)=[CH:6][CH:5]=[CH:4][N:3]=2)[CH:34]=1)([CH3:29])([CH3:27])[CH3:28]. (3) The product is: [ClH:1].[F:34][C:3]([F:2])([F:33])[C:4]1[CH:5]=[C:6]([CH:26]=[C:27]([C:29]([F:30])([F:31])[F:32])[CH:28]=1)[CH2:7][N:8]([CH3:25])[C:9]([C@@H:11]1[CH2:16][CH2:15][N:14]([CH2:36][CH2:37][OH:38])[CH2:13][C@H:12]1[C:17]1[CH:22]=[CH:21][C:20]([F:23])=[CH:19][C:18]=1[CH3:24])=[O:10]. Given the reactants [ClH:1].[F:2][C:3]([F:34])([F:33])[C:4]1[CH:5]=[C:6]([CH:26]=[C:27]([C:29]([F:32])([F:31])[F:30])[CH:28]=1)[CH2:7][N:8]([CH3:25])[C:9]([C@@H:11]1[CH2:16][CH2:15][NH:14][CH2:13][C@H:12]1[C:17]1[CH:22]=[CH:21][C:20]([F:23])=[CH:19][C:18]=1[CH3:24])=[O:10].I[CH2:36][CH2:37][OH:38].C([O-])([O-])=O.[K+].[K+].Cl.C(OCC)(=O)C, predict the reaction product. (4) Given the reactants [CH:1]1([C:4]2[C:5]([C:10]([O:12]C)=[O:11])=[N:6][CH:7]=[CH:8][CH:9]=2)[CH2:3][CH2:2]1.[OH-].[Li+].Cl, predict the reaction product. The product is: [CH:1]1([C:4]2[C:5]([C:10]([OH:12])=[O:11])=[N:6][CH:7]=[CH:8][CH:9]=2)[CH2:2][CH2:3]1. (5) Given the reactants [Mg].Br[CH2:3][CH:4]1[CH2:9][CH:8]2[CH2:10][CH:5]1[CH:6]=[CH:7]2.[Br:11][CH2:12][CH2:13][CH2:14]Br.C(O)(=O)C, predict the reaction product. The product is: [Br:11][CH2:12][CH2:13][CH2:14][CH2:3][CH:4]1[CH2:9][CH:8]2[CH2:10][CH:5]1[CH:6]=[CH:7]2. (6) Given the reactants Cl.Cl.[N:3]12[CH2:10][CH2:9][CH:6]([CH2:7][CH2:8]1)[C@@H:5]([NH2:11])[CH2:4]2.[Br:12][C:13]1[S:17][C:16]([C:18](O)=[O:19])=[CH:15][CH:14]=1.O.ON1C2C=CC=CC=2N=N1.C(N(CC)C(C)C)(C)C, predict the reaction product. The product is: [N:3]12[CH2:10][CH2:9][CH:6]([CH2:7][CH2:8]1)[C@@H:5]([NH:11][C:18]([C:16]1[S:17][C:13]([Br:12])=[CH:14][CH:15]=1)=[O:19])[CH2:4]2. (7) The product is: [N:19]1([C:16]2[CH:17]=[CH:18][C:13]([CH2:12][CH2:11][N:8]3[CH2:9][CH2:10][C@@H:6]([NH:31][C:30]4[CH:32]=[CH:33][CH:34]=[CH:35][C:29]=4[O:28][CH2:27][C:26]4[CH:36]=[CH:37][CH:38]=[CH:39][C:25]=4[Br:24])[CH2:7]3)=[CH:14][CH:15]=2)[CH2:23][CH2:22][CH2:21][CH2:20]1. Given the reactants CS(O[C@H:6]1[CH2:10][CH2:9][N:8]([CH2:11][CH2:12][C:13]2[CH:18]=[CH:17][C:16]([N:19]3[CH2:23][CH2:22][CH2:21][CH2:20]3)=[CH:15][CH:14]=2)[CH2:7]1)(=O)=O.[Br:24][C:25]1[CH:39]=[CH:38][CH:37]=[CH:36][C:26]=1[CH2:27][O:28][C:29]1[CH:35]=[CH:34][CH:33]=[CH:32][C:30]=1[NH2:31].C(=O)([O-])[O-].[K+].[K+], predict the reaction product. (8) The product is: [CH3:18][CH:14]([O:13][C:7]1[N:6]=[C:5]2[C:10]([N:11]=[C:3]([O:26][CH3:25])[N:4]2[CH:19]2[CH2:24][CH2:23][CH2:22][CH2:21][O:20]2)=[C:9]([NH2:12])[N:8]=1)[CH2:15][O:16][CH3:17]. Given the reactants [Na].Br[C:3]1[N:4]([CH:19]2[CH2:24][CH2:23][CH2:22][CH2:21][O:20]2)[C:5]2[C:10]([N:11]=1)=[C:9]([NH2:12])[N:8]=[C:7]([O:13][CH:14]([CH3:18])[CH2:15][O:16][CH3:17])[N:6]=2.[CH3:25][OH:26], predict the reaction product. (9) The product is: [Cl:9][C:10]1[CH:11]=[C:12]([CH:29]=[CH:30][CH:31]=1)[CH2:13][NH:14][C:15]([C:17]1[CH:18]=[C:19]2[C:20]([C:21](=[O:22])[N:8]([C:5]3[CH:4]=[CH:3][C:2]([F:1])=[CH:7][N:6]=3)[C:27](=[S:28])[NH:26]2)=[CH:24][CH:25]=1)=[O:16]. Given the reactants [F:1][C:2]1[CH:3]=[CH:4][C:5]([NH2:8])=[N:6][CH:7]=1.[Cl:9][C:10]1[CH:11]=[C:12]([CH:29]=[CH:30][CH:31]=1)[CH2:13][NH:14][C:15]([C:17]1[CH:25]=[CH:24][C:20]([C:21]([O-])=[O:22])=[C:19]([N:26]=[C:27]=[S:28])[CH:18]=1)=[O:16], predict the reaction product. (10) Given the reactants C1CCN2C(=NCCC2)CC1.[C:12]1([CH2:18][O:19][C:20](=[O:60])[CH2:21][N:22]2[CH2:33][CH2:32][N:31]([CH2:34][C:35]([O:37][CH2:38][C:39]3[CH:44]=[CH:43][CH:42]=[CH:41][CH:40]=3)=[O:36])[CH2:30][CH2:29][N:28]([CH2:45][C:46]([O:48][CH2:49][C:50]3[CH:55]=[CH:54][CH:53]=[CH:52][CH:51]=3)=[O:47])[CH2:27][CH2:26][N:25]([CH2:56][C:57]([OH:59])=[O:58])[CH2:24][CH2:23]2)[CH:17]=[CH:16][CH:15]=[CH:14][CH:13]=1.Br[CH2:62][C:63]([N:65]([CH2:84][CH2:85][CH2:86][CH2:87][CH2:88][CH2:89][CH2:90][CH2:91][CH2:92][CH2:93][CH2:94][CH2:95][CH2:96][CH2:97][CH2:98][CH2:99][CH2:100][CH3:101])[CH2:66][CH2:67][CH2:68][CH2:69][CH2:70][CH2:71][CH2:72][CH2:73][CH2:74][CH2:75][CH2:76][CH2:77][CH2:78][CH2:79][CH2:80][CH2:81][CH2:82][CH3:83])=[O:64], predict the reaction product. The product is: [C:12]1([CH2:18][O:19][C:20](=[O:60])[CH2:21][N:22]2[CH2:23][CH2:24][N:25]([CH2:56][C:57]([O:59][CH2:62][C:63]([N:65]([CH2:66][CH2:67][CH2:68][CH2:69][CH2:70][CH2:71][CH2:72][CH2:73][CH2:74][CH2:75][CH2:76][CH2:77][CH2:78][CH2:79][CH2:80][CH2:81][CH2:82][CH3:83])[CH2:84][CH2:85][CH2:86][CH2:87][CH2:88][CH2:89][CH2:90][CH2:91][CH2:92][CH2:93][CH2:94][CH2:95][CH2:96][CH2:97][CH2:98][CH2:99][CH2:100][CH3:101])=[O:64])=[O:58])[CH2:26][CH2:27][N:28]([CH2:45][C:46]([O:48][CH2:49][C:50]3[CH:51]=[CH:52][CH:53]=[CH:54][CH:55]=3)=[O:47])[CH2:29][CH2:30][N:31]([CH2:34][C:35]([O:37][CH2:38][C:39]3[CH:40]=[CH:41][CH:42]=[CH:43][CH:44]=3)=[O:36])[CH2:32][CH2:33]2)[CH:13]=[CH:14][CH:15]=[CH:16][CH:17]=1.